Predict the reaction yield, written as a fraction of the theoretical maximum amount of product (1.0 means a 100% yield; for example, 0.34 means a 34% yield). From a dataset of Reaction yield outcomes from USPTO patents with 853,638 reactions. (1) The reactants are [H-].[Al+3].[Li+].[H-].[H-].[H-].Cl.[CH3:8][C:9]1[CH:14]=[CH:13][C:12]([N:15]2[CH2:20][CH2:19][NH:18][CH2:17][CH2:16]2)=[CH:11][CH:10]=1.[Cl:21][C:22]1[CH:27]=[C:26]([Cl:28])[CH:25]=[CH:24][C:23]=1[C:29]1[N:30]([C:39]2[CH:44]=[CH:43][C:42]([Cl:45])=[CH:41][CH:40]=2)[CH:31]=[C:32]([C:34](OCC)=O)[N:33]=1.O. The catalyst is C1COCC1. The product is [Cl:45][C:42]1[CH:41]=[CH:40][C:39]([N:30]2[CH:31]=[C:32]([CH2:34][N:18]3[CH2:19][CH2:20][N:15]([C:12]4[CH:11]=[CH:10][C:9]([CH3:8])=[CH:14][CH:13]=4)[CH2:16][CH2:17]3)[N:33]=[C:29]2[C:23]2[CH:24]=[CH:25][C:26]([Cl:28])=[CH:27][C:22]=2[Cl:21])=[CH:44][CH:43]=1. The yield is 0.0200. (2) The reactants are [NH2:1][C:2]1[S:3][CH:4]=[CH:5][C:6]=1[C:7]([O:9]C)=O.[CH:11]([NH2:13])=O. The catalyst is C(Cl)Cl. The product is [N:1]1[C:2]2[S:3][CH:4]=[CH:5][C:6]=2[C:7](=[O:9])[NH:13][CH:11]=1. The yield is 0.400.